Dataset: Reaction yield outcomes from USPTO patents with 853,638 reactions. Task: Predict the reaction yield, written as a fraction of the theoretical maximum amount of product (1.0 means a 100% yield; for example, 0.34 means a 34% yield). (1) The reactants are Br[CH:2]([CH2:7][C:8](Cl)=[O:9])[C:3]([O:5][CH3:6])=[O:4].[Cl:11][C:12]1[C:13](=[N:18][NH2:19])[NH:14][CH:15]=[CH:16][CH:17]=1.C(=O)(O)[O-].[Na+]. The catalyst is C(#N)C. The product is [Cl:11][C:12]1[C:13]([N:18]2[CH:2]([C:3]([O:5][CH3:6])=[O:4])[CH2:7][C:8](=[O:9])[NH:19]2)=[N:14][CH:15]=[CH:16][CH:17]=1. The yield is 0.898. (2) The product is [Cl:1][C:2]1[N:7]=[C:6]([NH:8][CH:9]2[CH2:13][CH2:12][CH2:11][CH2:10]2)[C:5]([NH2:14])=[CH:4][N:3]=1. The reactants are [Cl:1][C:2]1[N:7]=[C:6]([NH:8][CH:9]2[CH2:13][CH2:12][CH2:11][CH2:10]2)[C:5]([N+:14]([O-])=O)=[CH:4][N:3]=1.O.O.[Sn](Cl)Cl.N. The yield is 0.880. The catalyst is CCOC(C)=O. (3) The reactants are [F:1][C:2]([F:11])([F:10])[C:3]1[N:8]=[N:7][C:6]([NH2:9])=[CH:5][CH:4]=1.CC1(C)C2C(=C(P(C3C=CC=CC=3)C3C=CC=CC=3)C=CC=2)OC2C(P(C3C=CC=CC=3)C3C=CC=CC=3)=CC=CC1=2.Br[C:55]1[C:56](=[O:63])[N:57]([CH3:62])[CH:58]=[C:59]([Br:61])[CH:60]=1.C([O-])([O-])=O.[Cs+].[Cs+]. The catalyst is C1C=CC(/C=C/C(/C=C/C2C=CC=CC=2)=O)=CC=1.C1C=CC(/C=C/C(/C=C/C2C=CC=CC=2)=O)=CC=1.C1C=CC(/C=C/C(/C=C/C2C=CC=CC=2)=O)=CC=1.[Pd].[Pd].O1CCOCC1. The product is [Br:61][C:59]1[CH:60]=[C:55]([NH:9][C:6]2[N:7]=[N:8][C:3]([C:2]([F:1])([F:10])[F:11])=[CH:4][CH:5]=2)[C:56](=[O:63])[N:57]([CH3:62])[CH:58]=1. The yield is 0.890. (4) The reactants are [C:1]([O:7][C:8]([CH3:11])([CH3:10])[CH3:9])(=[O:6])[CH2:2][C:3]([CH3:5])=O.[Cl:12][C:13]1[CH:20]=[CH:19][CH:18]=[CH:17][C:14]=1[CH:15]=O.[NH4+:21].[OH-:22]. The catalyst is CCO. The product is [Cl:12][C:13]1[CH:20]=[CH:19][CH:18]=[CH:17][C:14]=1[CH:15]1[C:2]([C:1]([O:7][C:8]([CH3:11])([CH3:10])[CH3:9])=[O:6])=[C:3]([CH3:5])[NH:21][C:3]([CH3:5])=[C:2]1[C:1]([O:7][C:8]([CH3:11])([CH3:10])[CH3:9])=[O:22]. The yield is 0.320. (5) The catalyst is O.CN(C)C(=O)C. The reactants are [NH2:1][C:2]1[CH:10]=[C:9]([O:11][CH3:12])[CH:8]=[C:7]([O:13][CH3:14])[C:3]=1[C:4]([NH2:6])=[O:5].[CH2:15]([O:17][C:18](=[O:29])[CH2:19][CH2:20][C:21]1[CH:26]=[CH:25][C:24]([CH:27]=O)=[CH:23][CH:22]=1)[CH3:16].S(=O)(O)[O-].[Na+].C1(C)C=CC(S(O)(=O)=O)=CC=1. The yield is 0.970. The product is [CH2:15]([O:17][C:18](=[O:29])[CH2:19][CH2:20][C:21]1[CH:22]=[CH:23][C:24]([C:27]2[NH:6][C:4](=[O:5])[C:3]3[C:2](=[CH:10][C:9]([O:11][CH3:12])=[CH:8][C:7]=3[O:13][CH3:14])[N:1]=2)=[CH:25][CH:26]=1)[CH3:16]. (6) The reactants are [NH2:1][C:2]1[C:7]([C:8]#[N:9])=[CH:6][C:5]([C:10]#[N:11])=[C:4]([CH3:12])[N:3]=1.CO[CH:15](OC)[N:16]([CH3:18])[CH3:17]. The catalyst is C1(C)C=CC=CC=1. The product is [C:8]([C:7]1[C:2]([N:1]=[CH:15][N:16]([CH3:18])[CH3:17])=[N:3][C:4]([CH3:12])=[C:5]([C:10]#[N:11])[CH:6]=1)#[N:9]. The yield is 0.940. (7) The reactants are [Cl:1][C:2]1[CH:7]=[CH:6][CH:5]=[C:4]([Cl:8])[C:3]=1[C:9]1[C:13]([CH2:14][O:15][C:16]2[CH:21]=[CH:20][C:19]([C:22]3[CH:23]=[C:24]4[C:29](=[CH:30][CH:31]=3)[N:28]=[C:27]([C:32]([O:34]C)=[O:33])[CH:26]=[CH:25]4)=[CH:18][CH:17]=2)=[C:12]([C@H:36]([CH3:39])[CH2:37][CH3:38])[O:11][N:10]=1.O1CCCC1.[OH-].[Na+].Cl. The catalyst is CO. The product is [Cl:8][C:4]1[CH:5]=[CH:6][CH:7]=[C:2]([Cl:1])[C:3]=1[C:9]1[C:13]([CH2:14][O:15][C:16]2[CH:21]=[CH:20][C:19]([C:22]3[CH:23]=[C:24]4[C:29](=[CH:30][CH:31]=3)[N:28]=[C:27]([C:32]([OH:34])=[O:33])[CH:26]=[CH:25]4)=[CH:18][CH:17]=2)=[C:12]([C@H:36]([CH3:39])[CH2:37][CH3:38])[O:11][N:10]=1. The yield is 0.920.